Task: Predict the product of the given reaction.. Dataset: Forward reaction prediction with 1.9M reactions from USPTO patents (1976-2016) (1) Given the reactants C1C2C(=CC=CC=2)[C@H](N)[C@@H]1O.[NH2:12][C:13]1[CH:14]=[CH:15][CH:16]=[C:17]2[C:22]=1[CH2:21][C:20](=[O:23])[CH2:19][CH2:18]2.[OH-].[K+].C(OCC)(=O)C.CCCCCC, predict the reaction product. The product is: [NH2:12][C:13]1[CH:14]=[CH:15][CH:16]=[C:17]2[C:22]=1[CH2:21][C@H:20]([OH:23])[CH2:19][CH2:18]2. (2) Given the reactants Cl[C:2]1[CH:11]=[CH:10][N:9]=[C:8]2[C:3]=1[CH:4]=[CH:5][C:6]([CH3:12])=[N:7]2.[NH2:13][C:14]1[CH:32]=[C:31]([Cl:33])[CH:30]=[CH:29][C:15]=1[O:16][C:17]1[CH:28]=[CH:27][C:20]([C:21]([N:23]([O:25][CH3:26])[CH3:24])=[O:22])=[CH:19][CH:18]=1, predict the reaction product. The product is: [Cl:33][C:31]1[CH:30]=[CH:29][C:15]([O:16][C:17]2[CH:28]=[CH:27][C:20]([C:21]([N:23]([O:25][CH3:26])[CH3:24])=[O:22])=[CH:19][CH:18]=2)=[C:14]([NH:13][C:2]2[C:3]3[C:8](=[N:7][C:6]([CH3:12])=[CH:5][CH:4]=3)[N:9]=[CH:10][CH:11]=2)[CH:32]=1. (3) Given the reactants [NH2:1][C:2]1[N:6]([C:7]2[CH:12]=[CH:11][C:10]([F:13])=[CH:9][CH:8]=2)[N:5]=[CH:4][C:3]=1[C:14](=[O:22])[C:15]1[CH:20]=[CH:19][CH:18]=[C:17]([OH:21])[CH:16]=1.[N:23]1[CH:28]=[CH:27][CH:26]=[CH:25][C:24]=1[CH2:29]O.C1(P(C2C=CC=CC=2)C2C=CC=CC=2)C=CC=CC=1.CCOC(/N=N/C(OCC)=O)=O, predict the reaction product. The product is: [NH2:1][C:2]1[N:6]([C:7]2[CH:12]=[CH:11][C:10]([F:13])=[CH:9][CH:8]=2)[N:5]=[CH:4][C:3]=1[C:14](=[O:22])[C:15]1[CH:20]=[CH:19][CH:18]=[C:17]([O:21][CH2:29][C:24]2[CH:25]=[CH:26][CH:27]=[CH:28][N:23]=2)[CH:16]=1. (4) Given the reactants [CH2:1]([O:8][C:9]1[CH:14]=[CH:13][C:12]([CH3:15])=[C:11]([N+:16]([O-:18])=[O:17])[CH:10]=1)[C:2]1[CH:7]=[CH:6][CH:5]=[CH:4][CH:3]=1.C(N(C)C)(OC)[O:20]C, predict the reaction product. The product is: [CH2:1]([O:8][C:9]1[CH:14]=[CH:13][C:12]([CH:15]=[O:20])=[C:11]([N+:16]([O-:18])=[O:17])[CH:10]=1)[C:2]1[CH:3]=[CH:4][CH:5]=[CH:6][CH:7]=1. (5) Given the reactants [OH:1][C:2]1[CH:10]=[CH:9][C:8]2[N:7]3[CH2:11][CH2:12][CH:13]([CH2:14][C:15]([O:17][C:18]([CH3:21])([CH3:20])[CH3:19])=[O:16])[C:6]3=[CH:5][C:4]=2[CH:3]=1.C(=O)([O-])[O-].[Cs+].[Cs+].Cl[CH2:29][C:30]1[CH:31]=[CH:32][C:33]([O:38][CH:39]([CH3:41])[CH3:40])=[C:34]([CH:37]=1)[C:35]#[N:36].O, predict the reaction product. The product is: [C:35]([C:34]1[CH:37]=[C:30]([CH:31]=[CH:32][C:33]=1[O:38][CH:39]([CH3:41])[CH3:40])[CH2:29][O:1][C:2]1[CH:10]=[CH:9][C:8]2[N:7]3[CH2:11][CH2:12][CH:13]([CH2:14][C:15]([O:17][C:18]([CH3:21])([CH3:20])[CH3:19])=[O:16])[C:6]3=[CH:5][C:4]=2[CH:3]=1)#[N:36]. (6) Given the reactants [Br:1][C:2]1[C:10]2[N:9]=[C:8]([C:11]3[CH:16]=[CH:15][C:14]([CH:17]([CH3:19])[CH3:18])=[CH:13][CH:12]=3)[N:7]([CH2:20][CH2:21][O:22][CH3:23])[C:6]=2[C:5]([O:24][CH3:25])=[CH:4][C:3]=1[CH:26]=[O:27].[BH4-].[Na+], predict the reaction product. The product is: [Br:1][C:2]1[C:10]2[N:9]=[C:8]([C:11]3[CH:12]=[CH:13][C:14]([CH:17]([CH3:19])[CH3:18])=[CH:15][CH:16]=3)[N:7]([CH2:20][CH2:21][O:22][CH3:23])[C:6]=2[C:5]([O:24][CH3:25])=[CH:4][C:3]=1[CH2:26][OH:27]. (7) Given the reactants [C:1]([O:5][C@@H:6]([C:12]1[C:44]([CH3:45])=[CH:43][C:15]2[N:16]=[C:17]([C:19]3[CH:24]=[CH:23][N:22]=[C:21]([C:25]4[CH:26]=[C:27]5[C:32](=[CH:33][CH:34]=4)[N:31]=[C:30](OS(C(F)(F)F)(=O)=O)[CH:29]=[CH:28]5)[CH:20]=3)[S:18][C:14]=2[C:13]=1[C:46]1[CH:51]=[CH:50][C:49]([Cl:52])=[CH:48][CH:47]=1)[C:7]([O:9][CH2:10][CH3:11])=[O:8])([CH3:4])([CH3:3])[CH3:2].[CH3:53][NH2:54], predict the reaction product. The product is: [C:1]([O:5][C@@H:6]([C:12]1[C:44]([CH3:45])=[CH:43][C:15]2[N:16]=[C:17]([C:19]3[CH:24]=[CH:23][N:22]=[C:21]([C:25]4[CH:26]=[C:27]5[C:32](=[CH:33][CH:34]=4)[N:31]=[C:30]([NH:54][CH3:53])[CH:29]=[CH:28]5)[CH:20]=3)[S:18][C:14]=2[C:13]=1[C:46]1[CH:47]=[CH:48][C:49]([Cl:52])=[CH:50][CH:51]=1)[C:7]([O:9][CH2:10][CH3:11])=[O:8])([CH3:4])([CH3:3])[CH3:2].